This data is from Full USPTO retrosynthesis dataset with 1.9M reactions from patents (1976-2016). The task is: Predict the reactants needed to synthesize the given product. Given the product [CH3:15][N:14]([CH3:16])[C:10](=[N:4][C:5](=[NH:7])[S:6][CH3:2])[CH3:11], predict the reactants needed to synthesize it. The reactants are: Cl[CH2:2]Cl.[NH2:4][C:5]([NH2:7])=[S:6].CO[C:10]([N:14]([CH3:16])[CH3:15])(OC)[CH3:11].